Dataset: Forward reaction prediction with 1.9M reactions from USPTO patents (1976-2016). Task: Predict the product of the given reaction. Given the reactants [Br:1][C:2]1[CH:7]=[CH:6][CH:5]=[CH:4][C:3]=1[CH2:8][CH2:9][C:10](O)=[O:11].S(C)C, predict the reaction product. The product is: [Br:1][C:2]1[CH:7]=[CH:6][CH:5]=[CH:4][C:3]=1[CH2:8][CH2:9][CH2:10][OH:11].